This data is from Full USPTO retrosynthesis dataset with 1.9M reactions from patents (1976-2016). The task is: Predict the reactants needed to synthesize the given product. (1) Given the product [F:59][C:60]1[CH:61]=[C:62]([CH:66]2[CH2:70][CH2:69][CH2:68][N:67]2[C:42]2[N:47]=[C:46]3[N:48]([C:51]4[CH:52]=[C:53]([CH:56]=[CH:57][CH:58]=4)[C:54]#[N:55])[CH:49]=[N:50][C:45]3=[CH:44][CH:43]=2)[CH:63]=[CH:64][CH:65]=1, predict the reactants needed to synthesize it. The reactants are: C1(P(C2CCCCC2)C2C=CC=CC=2C2C(C(C)C)=CC(C(C)C)=CC=2C(C)C)CCCCC1.C(=O)([O-])[O-].[Cs+].[Cs+].Cl[C:42]1[N:47]=[C:46]2[N:48]([C:51]3[CH:52]=[C:53]([CH:56]=[CH:57][CH:58]=3)[C:54]#[N:55])[CH:49]=[N:50][C:45]2=[CH:44][CH:43]=1.[F:59][C:60]1[CH:61]=[C:62]([CH:66]2[CH2:70][CH2:69][CH2:68][NH:67]2)[CH:63]=[CH:64][CH:65]=1. (2) Given the product [CH3:21][O:22][C:23](=[O:27])[CH2:24][CH2:25][CH2:28][N:16]1[CH2:15][CH2:14][CH:13]([O:12][C:11]2[CH:19]=[CH:20][C:8]([O:1][C:2]3[CH:7]=[CH:6][CH:5]=[CH:4][CH:3]=3)=[CH:9][CH:10]=2)[CH2:18][CH2:17]1, predict the reactants needed to synthesize it. The reactants are: [O:1]([C:8]1[CH:20]=[CH:19][C:11]([O:12][CH:13]2[CH2:18][CH2:17][NH:16][CH2:15][CH2:14]2)=[CH:10][CH:9]=1)[C:2]1[CH:7]=[CH:6][CH:5]=[CH:4][CH:3]=1.[CH3:21][O:22][C:23](=[O:27])[CH2:24][CH2:25]Br.[CH2:28](N(CC)CC)C.